From a dataset of Catalyst prediction with 721,799 reactions and 888 catalyst types from USPTO. Predict which catalyst facilitates the given reaction. (1) Reactant: [NH2:1][CH2:2][CH2:3][O:4][CH2:5][CH2:6][OH:7].C(N1[C:17](=[O:18])[C:16]2=[CH:19][CH:20]=[CH:21][CH:22]=[C:15]2[C:14]1=[O:23])(OCC)=O.C(N(CC)CC)C. Product: [OH:7][CH2:6][CH2:5][O:4][CH2:3][CH2:2][N:1]1[C:17](=[O:18])[C:16]2[C:15](=[CH:22][CH:21]=[CH:20][CH:19]=2)[C:14]1=[O:23]. The catalyst class is: 4. (2) Reactant: [Br:1][C:2]1[C:3]([O:13][CH3:14])=[C:4]([C:10](=[O:12])[CH3:11])[CH:5]=[C:6]([Cl:9])[C:7]=1[CH3:8].[BH4-].[Na+]. Product: [Br:1][C:2]1[C:3]([O:13][CH3:14])=[C:4]([CH:10]([OH:12])[CH3:11])[CH:5]=[C:6]([Cl:9])[C:7]=1[CH3:8]. The catalyst class is: 5. (3) Reactant: [F:1][C:2]([F:13])([F:12])[CH:3]([C:8]([F:11])([F:10])[F:9])[CH:4]([NH2:7])[CH2:5][OH:6].N1C=CC=CC=1.[Cl:20][C:21]1[CH:22]=[C:23]([S:27](Cl)(=[O:29])=[O:28])[S:24][C:25]=1[Cl:26]. Product: [Cl:20][C:21]1[CH:22]=[C:23]([S:27]([NH:7][CH:4]([CH2:5][OH:6])[CH:3]([C:8]([F:9])([F:10])[F:11])[C:2]([F:12])([F:13])[F:1])(=[O:29])=[O:28])[S:24][C:25]=1[Cl:26]. The catalyst class is: 1. (4) Product: [O:1]=[C:2]1[NH:7][CH:6]=[N:5][C:4]([C:8]([O:10][CH3:13])=[O:9])=[CH:3]1. The catalyst class is: 5. Reactant: [O:1]=[C:2]1[NH:7][CH:6]=[N:5][C:4]([C:8]([OH:10])=[O:9])=[CH:3]1.Cl[Si](C)(C)[CH3:13]. (5) Reactant: [CH2:1]([CH2:3][NH2:4])[OH:2].C(N(CC)CC)C.Cl.[CH:13]1([CH2:16][N:17]2[C:21]3[CH:22]=[CH:23][C:24]([S:26]([C:29]([CH3:34])([CH3:33])[C:30](Cl)=[O:31])(=[O:28])=[O:27])=[CH:25][C:20]=3[N:19]=[C:18]2[CH2:35][C:36]([CH3:39])([CH3:38])[CH3:37])[CH2:15][CH2:14]1. Product: [CH:13]1([CH2:16][N:17]2[C:21]3[CH:22]=[CH:23][C:24]([S:26]([C:29]([CH3:33])([CH3:34])[C:30]([NH:4][CH2:3][CH2:1][OH:2])=[O:31])(=[O:28])=[O:27])=[CH:25][C:20]=3[N:19]=[C:18]2[CH2:35][C:36]([CH3:39])([CH3:38])[CH3:37])[CH2:14][CH2:15]1. The catalyst class is: 4. (6) Reactant: [NH2:1][C:2]1[CH:3]=[C:4]2[C:8](=[CH:9][CH:10]=1)[N:7]([C:11]1[N:12]=[C:13]([O:16][CH:17]3[CH2:22][CH2:21][N:20]([C:23]([O:25][C:26]([CH3:29])([CH3:28])[CH3:27])=[O:24])[CH2:19][CH2:18]3)[S:14][CH:15]=1)[CH:6]=[CH:5]2.C(N(CC)CC)C.Cl[CH2:38][CH2:39][O:40][CH:41]=[O:42]. Product: [CH2:39]([O:40][C:41]([NH:1][C:2]1[CH:3]=[C:4]2[C:8](=[CH:9][CH:10]=1)[N:7]([C:11]1[N:12]=[C:13]([O:16][CH:17]3[CH2:18][CH2:19][N:20]([C:23]([O:25][C:26]([CH3:29])([CH3:28])[CH3:27])=[O:24])[CH2:21][CH2:22]3)[S:14][CH:15]=1)[CH:6]=[CH:5]2)=[O:42])[CH3:38]. The catalyst class is: 4. (7) Reactant: [CH2:1]([S:11]([OH:14])(=[O:13])=[O:12])[CH2:2][S:3][S:4][CH2:5][CH2:6][S:7]([OH:10])(=[O:9])=[O:8].[NH2:15][C@H:16]([C:22]([OH:24])=[O:23])[CH2:17][CH2:18][CH2:19][CH2:20][NH2:21].CC(C)=O. Product: [CH2:1]([S:11]([OH:14])(=[O:13])=[O:12])[CH2:2][S:3][S:4][CH2:5][CH2:6][S:7]([OH:10])(=[O:8])=[O:9].[NH2:15][C@H:16]([C:22]([OH:24])=[O:23])[CH2:17][CH2:18][CH2:19][CH2:20][NH2:21].[NH2:15][C@H:16]([C:22]([OH:24])=[O:23])[CH2:17][CH2:18][CH2:19][CH2:20][NH2:21]. The catalyst class is: 6. (8) Reactant: [C:1]([C:4]1[CH:13]([C:14]2[CH:15]=[CH:16][CH:17]=[C:18]3[C:23]=2[O:22][C:21]([CH3:24])=[CH:20][C:19]3=[O:25])[C:12]2[C:11](=[O:26])[NH:10][CH:9]=[CH:8][C:7]=2[NH:6][C:5]=1[CH3:27])(=[O:3])[CH3:2].FC(F)(F)S(O[CH2:34][CH3:35])(=O)=O.CO. Product: [C:1]([C:4]1[CH:13]([C:14]2[CH:15]=[CH:16][CH:17]=[C:18]3[C:23]=2[O:22][C:21]([CH3:24])=[CH:20][C:19]3=[O:25])[C:12]2[C:7](=[CH:8][CH:9]=[N:10][C:11]=2[O:26][CH2:34][CH3:35])[NH:6][C:5]=1[CH3:27])(=[O:3])[CH3:2]. The catalyst class is: 1. (9) Reactant: [C-:1]#[N:2].[Na+].COS([O-])(=O)=O.[Br:10][C:11]1[C:12]([CH3:19])=[N+:13](OC)[CH:14]=[CH:15][CH:16]=1. Product: [Br:10][C:11]1[CH:16]=[CH:15][C:14]([C:1]#[N:2])=[N:13][C:12]=1[CH3:19]. The catalyst class is: 6.